From a dataset of Full USPTO retrosynthesis dataset with 1.9M reactions from patents (1976-2016). Predict the reactants needed to synthesize the given product. Given the product [NH2:18][CH2:17][C:6]([C:8]1[CH:13]=[CH:12][C:11]([Cl:14])=[CH:10][CH:9]=1)([C:5]1[CH:15]=[CH:16][C:2]([Cl:1])=[CH:3][CH:4]=1)[OH:7], predict the reactants needed to synthesize it. The reactants are: [Cl:1][C:2]1[CH:16]=[CH:15][C:5]([C:6]([C:8]2[CH:13]=[CH:12][C:11]([Cl:14])=[CH:10][CH:9]=2)=[O:7])=[CH:4][CH:3]=1.[C:17]([Si](C)(C)C)#[N:18].B.C1COCC1.